This data is from Reaction yield outcomes from USPTO patents with 853,638 reactions. The task is: Predict the reaction yield, written as a fraction of the theoretical maximum amount of product (1.0 means a 100% yield; for example, 0.34 means a 34% yield). (1) The reactants are [Br:1][C:2]1[C:3]([CH3:17])=[N:4][N:5]([CH2:14][CH2:15][OH:16])[C:6]=1[C:7]1[CH:12]=[CH:11][C:10]([F:13])=[CH:9][CH:8]=1.[H-].[Na+].CI.[C:22](OCC)(=O)C. The catalyst is CN(C)C=O.O. The product is [Br:1][C:2]1[C:3]([CH3:17])=[N:4][N:5]([CH2:14][CH2:15][O:16][CH3:22])[C:6]=1[C:7]1[CH:8]=[CH:9][C:10]([F:13])=[CH:11][CH:12]=1. The yield is 0.980. (2) The reactants are [F:1][C:2]1[CH:3]=[C:4]([C:8]2[CH:16]=[CH:15][CH:14]=[C:13]3[C:9]=2[CH2:10][C:11](=[O:17])[NH:12]3)[CH:5]=[CH:6][CH:7]=1.[CH3:18][C:19]1[CH:23]=[C:22]([CH3:24])[NH:21][C:20]=1[CH:25]=O. The yield is 0.460. The catalyst is C(O)C.N1CCCCC1. The product is [CH3:18][C:19]1[CH:23]=[C:22]([CH3:24])[NH:21][C:20]=1[CH:25]=[C:10]1[C:9]2[C:13](=[CH:14][CH:15]=[CH:16][C:8]=2[C:4]2[CH:5]=[CH:6][CH:7]=[C:2]([F:1])[CH:3]=2)[NH:12][C:11]1=[O:17].